From a dataset of Full USPTO retrosynthesis dataset with 1.9M reactions from patents (1976-2016). Predict the reactants needed to synthesize the given product. Given the product [C:1]([O:5][C:6]([N:8]1[C:17]2[C:12](=[CH:13][CH:14]=[CH:15][CH:16]=2)[C:11]([OH:18])([CH3:19])[CH2:10][CH2:9]1)=[O:7])([CH3:4])([CH3:2])[CH3:3], predict the reactants needed to synthesize it. The reactants are: [C:1]([O:5][C:6]([N:8]1[C:17]2[C:12](=[CH:13][CH:14]=[CH:15][CH:16]=2)[C:11](=[O:18])[CH2:10][CH2:9]1)=[O:7])([CH3:4])([CH3:3])[CH3:2].[CH3:19][Mg]Br.CCOCC.